From a dataset of Peptide-MHC class II binding affinity with 134,281 pairs from IEDB. Regression. Given a peptide amino acid sequence and an MHC pseudo amino acid sequence, predict their binding affinity value. This is MHC class II binding data. (1) The peptide sequence is QAMASTEGNVTGMFA. The MHC is HLA-DPA10201-DPB10101 with pseudo-sequence HLA-DPA10201-DPB10101. The binding affinity (normalized) is 0. (2) The peptide sequence is TVSTFIDLNITMLED. The MHC is DRB1_1101 with pseudo-sequence DRB1_1101. The binding affinity (normalized) is 0.549. (3) The peptide sequence is IIGVLHQNFKDTSMQ. The MHC is HLA-DQA10601-DQB10402 with pseudo-sequence HLA-DQA10601-DQB10402. The binding affinity (normalized) is 0.196. (4) The peptide sequence is FSLSAAVKAGASILD. The binding affinity (normalized) is 0.834. The MHC is DRB1_0101 with pseudo-sequence DRB1_0101. (5) The peptide sequence is KIPKKASEGAVDIIN. The binding affinity (normalized) is 0.344. The MHC is DRB1_0901 with pseudo-sequence DRB1_0901.